From a dataset of NCI-60 drug combinations with 297,098 pairs across 59 cell lines. Regression. Given two drug SMILES strings and cell line genomic features, predict the synergy score measuring deviation from expected non-interaction effect. (1) Drug 1: CC1=CC=C(C=C1)C2=CC(=NN2C3=CC=C(C=C3)S(=O)(=O)N)C(F)(F)F. Drug 2: C1CNP(=O)(OC1)N(CCCl)CCCl. Cell line: UACC62. Synergy scores: CSS=-1.46, Synergy_ZIP=8.01, Synergy_Bliss=2.30, Synergy_Loewe=-0.148, Synergy_HSA=-1.33. (2) Drug 1: CC12CCC(CC1=CCC3C2CCC4(C3CC=C4C5=CN=CC=C5)C)O. Drug 2: CC1=C2C(C(=O)C3(C(CC4C(C3C(C(C2(C)C)(CC1OC(=O)C(C(C5=CC=CC=C5)NC(=O)C6=CC=CC=C6)O)O)OC(=O)C7=CC=CC=C7)(CO4)OC(=O)C)O)C)OC(=O)C. Cell line: MDA-MB-231. Synergy scores: CSS=54.6, Synergy_ZIP=13.3, Synergy_Bliss=12.7, Synergy_Loewe=-7.08, Synergy_HSA=14.3. (3) Drug 1: CC1=CC2C(CCC3(C2CCC3(C(=O)C)OC(=O)C)C)C4(C1=CC(=O)CC4)C. Drug 2: C#CCC(CC1=CN=C2C(=N1)C(=NC(=N2)N)N)C3=CC=C(C=C3)C(=O)NC(CCC(=O)O)C(=O)O. Cell line: NCI-H322M. Synergy scores: CSS=1.05, Synergy_ZIP=1.94, Synergy_Bliss=4.39, Synergy_Loewe=0.0981, Synergy_HSA=0.0996.